This data is from Full USPTO retrosynthesis dataset with 1.9M reactions from patents (1976-2016). The task is: Predict the reactants needed to synthesize the given product. (1) The reactants are: [C:1]([O:5][C:6](=[O:15])[NH:7][C@H:8]1[CH2:13][CH2:12][C@H:11]([OH:14])[CH2:10][CH2:9]1)([CH3:4])([CH3:3])[CH3:2].[H-].[Na+].[Cl:18][C:19]1[CH:28]=[C:27]2[C:22]([CH:23]=[CH:24][N:25]=[CH:26]2)=[CH:21][C:20]=1F. Given the product [C:1]([O:5][C:6](=[O:15])[NH:7][C@H:8]1[CH2:9][CH2:10][C@H:11]([O:14][C:20]2[CH:21]=[C:22]3[C:27](=[CH:28][C:19]=2[Cl:18])[CH:26]=[N:25][CH:24]=[CH:23]3)[CH2:12][CH2:13]1)([CH3:4])([CH3:2])[CH3:3], predict the reactants needed to synthesize it. (2) Given the product [Br:1][C:2]1[CH:3]=[CH:4][CH:5]=[C:6]([CH:8]2[N:27]([C:22]3[CH:23]=[CH:24][CH:25]=[CH:26][C:21]=3[Cl:20])[N:28]=[C:10]([C:11]([F:17])([F:16])[C:12]([F:15])([F:14])[F:13])[CH2:9]2)[N:7]=1, predict the reactants needed to synthesize it. The reactants are: [Br:1][C:2]1[N:7]=[C:6]([CH:8]=[CH:9][C:10](=O)[C:11]([F:17])([F:16])[C:12]([F:15])([F:14])[F:13])[CH:5]=[CH:4][CH:3]=1.Cl.[Cl:20][C:21]1[CH:26]=[CH:25][CH:24]=[CH:23][C:22]=1[NH:27][NH2:28].N1CCCCC1. (3) Given the product [NH2:25][C:8]1[N:7]=[C:6]([O:5][CH2:1][CH2:2][CH2:3][CH3:4])[N:14]=[C:13]2[C:9]=1[NH:10][C:11](=[O:23])[N:12]2[CH2:15][CH2:16][CH:17]1[CH2:22][CH2:21][CH2:20][N:19]([CH2:27][CH:28]([CH3:30])[CH3:29])[CH2:18]1, predict the reactants needed to synthesize it. The reactants are: [CH2:1]([O:5][C:6]1[N:14]=[C:13]2[C:9]([N:10]=[C:11]([O:23]C)[N:12]2[CH2:15][CH2:16][CH:17]2[CH2:22][CH2:21][CH2:20][NH:19][CH2:18]2)=[C:8]([NH2:25])[N:7]=1)[CH2:2][CH2:3][CH3:4].I[CH2:27][CH:28]([CH3:30])[CH3:29]. (4) The reactants are: N/C(/C#N)=[C:3](\[NH:6][C:7]([NH:9][C@@H:10]1CC[O:12][CH2:11]1)=O)/[C:4]#[N:5].[C:17]1([CH3:27])C(S(O)(=O)=O)=CC=CC=1.[N:28]([C@@H:31]1[CH2:35][CH2:34][O:33][CH2:32]1)=[C:29]=[O:30].[NH2:36]/C(/C#N)=C(\N)/C#N.[O:44]1[CH2:48][CH2:47][CH2:46][CH2:45]1. Given the product [OH:44][C:48]1[CH:47]=[C:46]([C:7]2[N:6]=[C:3]3[C:4]([NH:5][C:29](=[O:30])[N:28]3[C@@H:31]3[CH2:35][CH2:34][O:33][CH2:32]3)=[C:10]([C:11]([NH2:36])=[O:12])[N:9]=2)[CH:45]=[CH:17][CH:27]=1, predict the reactants needed to synthesize it. (5) Given the product [Cl:1][C:2]1[CH:7]=[CH:6][C:5]([CH:8]2[C:13]3[N:14]=[C:15]([C:17]4[C:18]([CH3:26])=[N:19][N:20]5[CH:25]=[CH:24][CH:23]=[CH:22][C:21]=45)[S:16][C:12]=3[C:11](=[O:27])[CH2:10][CH2:9]2)=[CH:4][CH:3]=1, predict the reactants needed to synthesize it. The reactants are: [Cl:1][C:2]1[CH:7]=[CH:6][C:5]([CH:8]2[C:13]3[N:14]=[C:15]([C:17]4[C:18]([CH3:26])=[N:19][N:20]5[CH:25]=[CH:24][CH:23]=[CH:22][C:21]=45)[S:16][C:12]=3[CH2:11][CH2:10][CH2:9]2)=[CH:4][CH:3]=1.[O:27]1CCOCC1.C(#N)C.S(OOS([O-])(=O)=O)([O-])(=O)=O.[K+].[K+]. (6) Given the product [CH3:23][CH:24]([CH3:29])[CH2:25][C:17]1[CH:16]=[C:15]([C:12]([NH:11][C:10](=[O:22])[O:9][CH:3]2[CH:4]3[CH2:7][CH2:8][N:1]([CH2:6][CH2:5]3)[CH2:2]2)([CH3:14])[CH3:13])[CH:20]=[CH:19][CH:18]=1, predict the reactants needed to synthesize it. The reactants are: [N:1]12[CH2:8][CH2:7][CH:4]([CH2:5][CH2:6]1)[CH:3]([O:9][C:10](=[O:22])[NH:11][C:12]([C:15]1[CH:20]=[CH:19][CH:18]=[C:17](Br)[CH:16]=1)([CH3:14])[CH3:13])[CH2:2]2.[CH3:23][CH:24]([CH3:29])[CH2:25]B(O)O. (7) Given the product [OH:1][C:2]1[C:3]([C:18](=[N:20][NH:21][C:22]([C:24]2[CH:25]=[CH:26][C:27]([C:28]([OH:30])=[O:29])=[CH:32][CH:33]=2)=[O:23])[CH3:19])=[N:4][N:5]([CH3:17])[C:6]=1[C:7]1[CH:8]=[CH:9][C:10]([CH2:13][CH:14]([CH3:15])[CH3:16])=[CH:11][CH:12]=1, predict the reactants needed to synthesize it. The reactants are: [OH:1][C:2]1[C:3]([C:18](=[N:20][NH:21][C:22]([C:24]2[CH:33]=[CH:32][C:27]([C:28]([O:30]C)=[O:29])=[CH:26][CH:25]=2)=[O:23])[CH3:19])=[N:4][N:5]([CH3:17])[C:6]=1[C:7]1[CH:12]=[CH:11][C:10]([CH2:13][CH:14]([CH3:16])[CH3:15])=[CH:9][CH:8]=1.CO.[OH-].[Na+].Cl. (8) Given the product [C:6]1([S:12]([N:15]2[C:19]3=[N:20][CH:21]=[CH:22][CH:23]=[C:18]3[CH:17]=[C:16]2[CH:27]=[O:28])(=[O:14])=[O:13])[CH:7]=[CH:8][CH:9]=[CH:10][CH:11]=1, predict the reactants needed to synthesize it. The reactants are: C([Li])CCC.[C:6]1([S:12]([N:15]2[C:19]3=[N:20][CH:21]=[CH:22][CH:23]=[C:18]3[CH:17]=[CH:16]2)(=[O:14])=[O:13])[CH:11]=[CH:10][CH:9]=[CH:8][CH:7]=1.CN([CH:27]=[O:28])C.[Cl-].[NH4+].